Task: Predict the product of the given reaction.. Dataset: Forward reaction prediction with 1.9M reactions from USPTO patents (1976-2016) (1) Given the reactants [O:1]([C:8]1[CH:16]=[CH:15][C:11]([C:12]([OH:14])=O)=[CH:10][CH:9]=1)[C:2]1[CH:7]=[CH:6][CH:5]=[CH:4][CH:3]=1.N1(O)C2C=CC=CC=2N=N1.Cl.C(N=C=NCCCN(C)C)C.C(N(CC)CC)C.[CH3:46][O:47][C:48]1[C:53]([CH2:54][NH2:55])=[C:52]([C:56]([F:59])([F:58])[F:57])[CH:51]=[C:50]([CH3:60])[N:49]=1, predict the reaction product. The product is: [CH3:46][O:47][C:48]1[C:53]([CH2:54][NH:55][C:12](=[O:14])[C:11]2[CH:10]=[CH:9][C:8]([O:1][C:2]3[CH:3]=[CH:4][CH:5]=[CH:6][CH:7]=3)=[CH:16][CH:15]=2)=[C:52]([C:56]([F:59])([F:57])[F:58])[CH:51]=[C:50]([CH3:60])[N:49]=1. (2) The product is: [C:25]([C:16]1[CH:15]=[C:14]([C:12]2[N:13]=[C:9]([CH2:8][OH:7])[S:10][CH:11]=2)[CH:19]=[C:18]([C:20]([CH3:23])([CH3:22])[CH3:21])[C:17]=1[OH:24])([CH3:28])([CH3:27])[CH3:26]. Given the reactants C([O:7][CH2:8][C:9]1[S:10][CH:11]=[C:12]([C:14]2[CH:19]=[C:18]([C:20]([CH3:23])([CH3:22])[CH3:21])[C:17]([OH:24])=[C:16]([C:25]([CH3:28])([CH3:27])[CH3:26])[CH:15]=2)[N:13]=1)(=O)C(C)(C)C.[OH-].[Na+], predict the reaction product.